Dataset: Reaction yield outcomes from USPTO patents with 853,638 reactions. Task: Predict the reaction yield, written as a fraction of the theoretical maximum amount of product (1.0 means a 100% yield; for example, 0.34 means a 34% yield). The reactants are [Cl:1][C:2]1[C:10]2[N:9]=[C:8]3[NH:11][CH2:12][CH2:13][CH2:14][CH2:15][N:7]3[C:6]=2[C:5]([CH:16]([CH2:19][CH3:20])[CH2:17][CH3:18])=[CH:4][CH:3]=1.Br[C:22]1[C:27]([Cl:28])=[CH:26][C:25]([Cl:29])=[CH:24][N:23]=1.N1C=CC=CC=1C1C=CC=CN=1.C(=O)([O-])[O-].[Cs+].[Cs+]. The product is [Cl:1][C:2]1[C:10]2[N:9]=[C:8]3[N:11]([C:22]4[C:27]([Cl:28])=[CH:26][C:25]([Cl:29])=[CH:24][N:23]=4)[CH2:12][CH2:13][CH2:14][CH2:15][N:7]3[C:6]=2[C:5]([CH:16]([CH2:19][CH3:20])[CH2:17][CH3:18])=[CH:4][CH:3]=1. The catalyst is CN1CCCC1=O.C(OCC)(=O)C.[Cu]I. The yield is 0.340.